From a dataset of Full USPTO retrosynthesis dataset with 1.9M reactions from patents (1976-2016). Predict the reactants needed to synthesize the given product. (1) The reactants are: [F:1][C:2]1[CH:7]=[C:6]([F:8])[CH:5]=[CH:4][C:3]=1[NH2:9].[C:10]([O:14][C:15](O[C:15]([O:14][C:10]([CH3:13])([CH3:12])[CH3:11])=[O:16])=[O:16])([CH3:13])([CH3:12])[CH3:11].C(N(CC)CC)C.O. Given the product [C:10]([O:14][C:15](=[O:16])[NH:9][C:3]1[CH:4]=[CH:5][C:6]([F:8])=[CH:7][C:2]=1[F:1])([CH3:13])([CH3:12])[CH3:11], predict the reactants needed to synthesize it. (2) Given the product [F:13][C:14]1[CH:15]=[C:16]([N:22]2[C:27](=[O:28])[C:26]([CH2:29][C:30]3[CH:35]=[CH:34][C:33]([C:36]4[CH:41]=[CH:40][CH:39]=[CH:38][C:37]=4[C:42]4[NH:3][C:4](=[O:7])[O:5][N:43]=4)=[CH:32][CH:31]=3)=[C:25]([CH2:44][CH2:45][CH3:46])[N:24]=[C:23]2[CH3:47])[CH:17]=[CH:18][C:19]=1[O:20][CH3:21], predict the reactants needed to synthesize it. The reactants are: [Cl-].O[NH3+:3].[C:4](=[O:7])([O-])[OH:5].[Na+].CS(C)=O.[F:13][C:14]1[CH:15]=[C:16]([N:22]2[C:27](=[O:28])[C:26]([CH2:29][C:30]3[CH:35]=[CH:34][C:33]([C:36]4[C:37]([C:42]#[N:43])=[CH:38][CH:39]=[CH:40][CH:41]=4)=[CH:32][CH:31]=3)=[C:25]([CH2:44][CH2:45][CH3:46])[N:24]=[C:23]2[CH3:47])[CH:17]=[CH:18][C:19]=1[O:20][CH3:21]. (3) Given the product [C:22]([CH:5]([C:6]([O:8][CH2:9][CH3:10])=[O:7])[C:4]([O:12][CH2:13][CH3:14])=[O:11])(=[O:25])[CH2:23][CH3:24], predict the reactants needed to synthesize it. The reactants are: [Cl-].[Mg+2].[Cl-].[C:4]([O:12][CH2:13][CH3:14])(=[O:11])[CH2:5][C:6]([O:8][CH2:9][CH3:10])=[O:7].C(N(CC)CC)C.[C:22](Cl)(=[O:25])[CH2:23][CH3:24].Cl. (4) Given the product [O:8]([C:3]1[CH:4]=[CH:5][CH:6]=[CH:7][C:2]=1[N:15]1[CH2:20][CH2:19][NH:18][CH2:17][CH2:16]1)[C:9]1[CH:14]=[CH:13][CH:12]=[CH:11][CH:10]=1, predict the reactants needed to synthesize it. The reactants are: Br[C:2]1[CH:7]=[CH:6][CH:5]=[CH:4][C:3]=1[O:8][C:9]1[CH:14]=[CH:13][CH:12]=[CH:11][CH:10]=1.[NH:15]1[CH2:20][CH2:19][NH:18][CH2:17][CH2:16]1.CC([O-])(C)C.[Na+]. (5) Given the product [Br-:29].[S:1]1[CH:5]=[C:4]([CH:6]([NH:18][C:19]2[CH:24]=[CH:23][CH:22]=[CH:21][CH:20]=2)[C:7]([O:9][C@@H:10]2[CH:15]3[CH2:16][CH2:17][N+:12]([CH2:30][C:31](=[O:32])[C:33]4[S:34][CH:35]=[CH:36][CH:37]=4)([CH2:13][CH2:14]3)[CH2:11]2)=[O:8])[C:3]2[CH:25]=[CH:26][CH:27]=[CH:28][C:2]1=2, predict the reactants needed to synthesize it. The reactants are: [S:1]1[CH:5]=[C:4]([CH:6]([NH:18][C:19]2[CH:24]=[CH:23][CH:22]=[CH:21][CH:20]=2)[C:7]([O:9][C@@H:10]2[CH:15]3[CH2:16][CH2:17][N:12]([CH2:13][CH2:14]3)[CH2:11]2)=[O:8])[C:3]2[CH:25]=[CH:26][CH:27]=[CH:28][C:2]1=2.[Br:29][CH2:30][C:31]([C:33]1[S:34][CH:35]=[CH:36][CH:37]=1)=[O:32]. (6) Given the product [Br-:23].[CH2:12]([N:11]([CH2:1][CH2:2][CH2:3][CH2:4][CH2:5][CH2:6][CH2:7][CH2:8][CH2:9][CH3:10])[C:24]1[CH:25]=[CH:26][C:27]2[C:36]([CH:37]=1)=[S+:35][C:34]1[C:29](=[CH:30][CH:31]=[C:32]([N:11]([CH2:12][CH2:13][CH2:14][CH2:15][CH2:16][CH2:17][CH2:18][CH2:19][CH2:20][CH3:21])[CH2:1][CH2:2][CH2:3][CH2:4][CH2:5][CH2:6][CH2:7][CH2:8][CH2:9][CH3:10])[CH:33]=1)[N:28]=2)[CH2:13][CH2:14][CH2:15][CH2:16][CH2:17][CH2:18][CH2:19][CH2:20][CH3:21], predict the reactants needed to synthesize it. The reactants are: [CH2:1]([NH:11][CH2:12][CH2:13][CH2:14][CH2:15][CH2:16][CH2:17][CH2:18][CH2:19][CH2:20][CH3:21])[CH2:2][CH2:3][CH2:4][CH2:5][CH2:6][CH2:7][CH2:8][CH2:9][CH3:10].[Br-].[Br:23][C:24]1[CH:25]=[CH:26][C:27]2[C:36]([CH:37]=1)=[S+:35][C:34]1[C:29](=[CH:30][CH:31]=[C:32](Br)[CH:33]=1)[N:28]=2. (7) Given the product [CH3:1][S:2][C:3]1[S:7][C:6]2=[N:8][C:11]([C:13]3[O:14][C:15]4[C:16](=[C:18]([C:22]([O:24][CH3:25])=[O:23])[CH:19]=[CH:20][CH:21]=4)[CH:17]=3)=[CH:10][N:5]2[N:4]=1, predict the reactants needed to synthesize it. The reactants are: [CH3:1][S:2][C:3]1[S:7][C:6]([NH2:8])=[N:5][N:4]=1.Br[CH2:10][C:11]([C:13]1[O:14][C:15]2[C:16](=[C:18]([C:22]([O:24][CH3:25])=[O:23])[CH:19]=[CH:20][CH:21]=2)[CH:17]=1)=O. (8) Given the product [CH2:17]([C:6]1([CH:12]2[CH2:16][CH2:15][CH2:14][CH2:13]2)[C:5]2[C:9](=[CH:10][C:2]([Cl:1])=[CH:3][CH:4]=2)[NH:8][C:7]1=[O:11])[C:18]1[CH:23]=[CH:22][CH:21]=[CH:20][CH:19]=1, predict the reactants needed to synthesize it. The reactants are: [Cl:1][C:2]1[CH:10]=[C:9]2[C:5]([CH:6]([CH:12]3[CH2:16][CH2:15][CH2:14][CH2:13]3)[C:7](=[O:11])[NH:8]2)=[CH:4][CH:3]=1.[CH2:17](Br)[C:18]1[CH:23]=[CH:22][CH:21]=[CH:20][CH:19]=1.[I-].[K+].C(=O)([O-])[O-].[K+].[K+].